Task: Predict the reaction yield, written as a fraction of the theoretical maximum amount of product (1.0 means a 100% yield; for example, 0.34 means a 34% yield).. Dataset: Reaction yield outcomes from USPTO patents with 853,638 reactions (1) The reactants are F.F.F.C(N(CC)CC)C.[Si]([O:28][CH2:29][C@H:30]1[O:34][C@@H:33]([N:35]2[CH:42]=[C:41]([CH3:43])[C:39](=[O:40])[NH:38][C:36]2=[O:37])[C@H:32]([O:44][CH2:45][CH2:46][O:47][N:48]([CH3:50])[CH3:49])[C@@H:31]1[OH:51])(C(C)(C)C)(C1C=CC=CC=1)C1C=CC=CC=1.CO. The catalyst is C1COCC1.C(Cl)Cl. The product is [CH3:49][N:48]([CH3:50])[O:47][CH2:46][CH2:45][O:44][C@@H:32]1[C@H:31]([OH:51])[C@@H:30]([CH2:29][OH:28])[O:34][C@H:33]1[N:35]1[CH:42]=[C:41]([CH3:43])[C:39](=[O:40])[NH:38][C:36]1=[O:37]. The yield is 0.925. (2) The reactants are [N:1]1([C:6]2[CH:7]=[C:8]([C:12]3[O:13][C:14]4[CH:23]=[CH:22][C:21]([NH:24][C:25](=[O:27])[CH3:26])=[CH:20][C:15]=4[C:16](=[O:19])[C:17]=3[OH:18])[CH:9]=[CH:10][CH:11]=2)[CH:5]=[CH:4][N:3]=[CH:2]1. The catalyst is C(Cl)(Cl)Cl.CO. The product is [N:1]1([C:6]2[CH:7]=[C:8]([C:12]3[O:13][C:14]4[CH:23]=[CH:22][C:21]([NH:24][C:25](=[O:27])[CH3:26])=[CH:20][C:15]=4[C:16](=[O:19])[C:17]=3[O:18][CH2:12][C:8]3[CH:9]=[CH:10][CH:11]=[CH:6][CH:7]=3)[CH:9]=[CH:10][CH:11]=2)[CH:5]=[CH:4][N:3]=[CH:2]1. The yield is 0.550. (3) The product is [O:21]1[C:16]2[CH:15]=[CH:12][CH:13]=[CH:14][C:4]=2[CH:3]=[CH:2][NH:1]1. The reactants are [NH2:1][CH2:2][CH2:3][CH2:4][Si](OC)(OC)OC.[CH2:12]([C:15]1C=CC=C[C:16]=1[OH:21])[CH:13]=[CH2:14]. The catalyst is C1(C)C=CC=CC=1. The yield is 0.940. (4) The reactants are [CH3:1][C:2]1[N:7]([C:8]2[CH:13]=[CH:12][CH:11]=[CH:10][CH:9]=2)[C:6](=[O:14])[C:5]([C:15]#N)=[CH:4][CH:3]=1.[OH2:17].[OH-:18].[Na+]. The catalyst is S(=O)(=O)(O)O. The product is [CH3:1][C:2]1[N:7]([C:8]2[CH:13]=[CH:12][CH:11]=[CH:10][CH:9]=2)[C:6](=[O:14])[C:5]([C:15]([OH:18])=[O:17])=[CH:4][CH:3]=1. The yield is 0.920.